This data is from Full USPTO retrosynthesis dataset with 1.9M reactions from patents (1976-2016). The task is: Predict the reactants needed to synthesize the given product. (1) The reactants are: [CH3:1][C:2]1[C:3]([CH:9]=O)=[N:4][CH:5]=[C:6]([CH3:8])[CH:7]=1.[C:11]([O:15][C:16](=[O:24])[N:17]([CH2:19][CH2:20][CH2:21][CH2:22][NH2:23])[CH3:18])([CH3:14])([CH3:13])[CH3:12]. Given the product [C:11]([O:15][C:16](=[O:24])[N:17]([CH2:19][CH2:20][CH2:21][CH2:22][NH:23][CH2:9][C:3]1[C:2]([CH3:1])=[CH:7][C:6]([CH3:8])=[CH:5][N:4]=1)[CH3:18])([CH3:14])([CH3:12])[CH3:13], predict the reactants needed to synthesize it. (2) The reactants are: [N+:1]([C:4]1[CH:9]=[CH:8][CH:7]=[CH:6][C:5]=1[S:10]([NH:13][C:14]1[CH:19]=[CH:18][C:17]([CH2:20][CH2:21][C:22]([O:24][CH3:25])=[O:23])=[CH:16][CH:15]=1)(=[O:12])=[O:11])([O-:3])=[O:2].[CH2:26]([O:28][CH2:29][CH2:30][O:31][C:32]1[CH:37]=[C:36]([CH3:38])[C:35]([C:39]2[CH:44]=[CH:43][CH:42]=[C:41]([CH2:45]O)[CH:40]=2)=[C:34]([CH3:47])[CH:33]=1)[CH3:27].C1(P(C2C=CC=CC=2)C2C=CC=CC=2)C=CC=CC=1.N(C(OCC)=O)=NC(OCC)=O. Given the product [CH2:26]([O:28][CH2:29][CH2:30][O:31][C:32]1[CH:37]=[C:36]([CH3:38])[C:35]([C:39]2[CH:44]=[CH:43][CH:42]=[C:41]([CH2:45][N:13]([S:10]([C:5]3[CH:6]=[CH:7][CH:8]=[CH:9][C:4]=3[N+:1]([O-:3])=[O:2])(=[O:12])=[O:11])[C:14]3[CH:19]=[CH:18][C:17]([CH2:20][CH2:21][C:22]([O:24][CH3:25])=[O:23])=[CH:16][CH:15]=3)[CH:40]=2)=[C:34]([CH3:47])[CH:33]=1)[CH3:27], predict the reactants needed to synthesize it.